From a dataset of Reaction yield outcomes from USPTO patents with 853,638 reactions. Predict the reaction yield, written as a fraction of the theoretical maximum amount of product (1.0 means a 100% yield; for example, 0.34 means a 34% yield). (1) The reactants are C(OC([C:6]1[C:14]2[CH2:13][CH2:12][N:11]([C:15]3[CH:20]=[CH:19][C:18]([N:21]4[CH2:26][CH2:25][CH2:24][CH2:23][C:22]4=[O:27])=[CH:17][CH:16]=3)[C:10](=[O:28])[C:9]=2[N:8]([C:29]2[CH:34]=[CH:33][C:32]([O:35][CH3:36])=[CH:31][CH:30]=2)[N:7]=1)=O)C.C[Mg+].[Br-]. The catalyst is C1COCC1. The product is [OH:35][C:32]([C:6]1[C:14]2[CH2:13][CH2:12][N:11]([C:15]3[CH:20]=[CH:19][C:18]([N:21]4[CH2:26][CH2:25][CH2:24][CH2:23][C:22]4=[O:27])=[CH:17][CH:16]=3)[C:10](=[O:28])[C:9]=2[N:8]([C:29]2[CH:34]=[CH:33][C:32]([O:35][CH3:36])=[CH:31][CH:30]=2)[N:7]=1)([CH3:33])[CH3:31]. The yield is 0.480. (2) The reactants are Cl.[NH2:2][CH:3]([CH2:16][C:17]1[CH:22]=[CH:21][CH:20]=[CH:19][CH:18]=1)[CH2:4][O:5][CH2:6][C:7]1[CH:15]=[CH:14][CH:13]=[CH:12][C:8]=1[C:9](O)=[O:10].CCN(C(C)C)C(C)C.C1N(P(Cl)(N2C(=O)OCC2)=O)C(=O)OC1.CC(=O)OCC. The catalyst is CC#N. The product is [CH2:16]([CH:3]1[NH:2][C:9](=[O:10])[C:8]2[CH:12]=[CH:13][CH:14]=[CH:15][C:7]=2[CH2:6][O:5][CH2:4]1)[C:17]1[CH:22]=[CH:21][CH:20]=[CH:19][CH:18]=1. The yield is 0.300. (3) The reactants are C(N(C(C)C)CC)(C)C.[NH2:10][C:11]1[CH:26]=[CH:25][C:24]([Cl:27])=[CH:23][C:12]=1[C:13]([NH:15][CH2:16][CH:17]1[CH2:22][CH2:21][CH2:20][CH2:19][CH2:18]1)=[O:14].[F:28][C:29]1([F:41])[O:33][C:32]2[CH:34]=[CH:35][CH:36]=[C:37]([C:38](Cl)=[O:39])[C:31]=2[O:30]1. No catalyst specified. The product is [Cl:27][C:24]1[CH:25]=[CH:26][C:11]([NH:10][C:38]([C:37]2[C:31]3[O:30][C:29]([F:41])([F:28])[O:33][C:32]=3[CH:34]=[CH:35][CH:36]=2)=[O:39])=[C:12]([C:13]([NH:15][CH2:16][CH:17]2[CH2:22][CH2:21][CH2:20][CH2:19][CH2:18]2)=[O:14])[CH:23]=1. The yield is 0.100. (4) The product is [F:61][CH:9]([C:2]1[CH:3]=[CH:4][CH:5]=[CH:6][CH:1]=1)[CH3:28]. The catalyst is O[Mn+3].F[Mn+3].[Ag]F. The yield is 0.410. The reactants are [C:1]1(C)[CH:6]=[C:5](C)[CH:4]=[C:3](C)[C:2]=1[C:9]1[C:28]2NC(=CC=2)[C:9]([C:2]2[C:3](C)=[CH:4][C:5](C)=[CH:6][C:1]=2C)=[C:28]2N=C(C=C2)[C:9]([C:2]2[C:3](C)=[CH:4][C:5](C)=[CH:6][C:1]=2C)=[C:28]2NC(C=C2)=[C:9]([C:2]2[C:3](C)=[CH:4][C:5](C)=[CH:6][C:1]=2C)[C:28]2=NC=1C=C2.[F-:61].FF.OC1O[C@H](CO)[C@H](O)[C@H](O)[C@@H]1O. (5) The reactants are [C:1]12([CH:11]=O)[CH2:10][CH:5]3[CH2:6][CH:7]([CH2:9][CH:3]([CH2:4]3)[CH2:2]1)[CH2:8]2.[CH3:13][O:14][C:15](=[O:24])[CH:16]([NH2:23])[CH2:17][C:18]1[NH:19][CH:20]=[N:21][CH:22]=1. No catalyst specified. The product is [CH3:13][O:14][C:15](=[O:24])[CH:16]([NH:23][CH2:11][C:1]12[CH2:10][CH:5]3[CH2:4][CH:3]([CH2:9][CH:7]([CH2:6]3)[CH2:8]1)[CH2:2]2)[CH2:17][C:18]1[NH:19][CH:20]=[N:21][CH:22]=1. The yield is 0.750. (6) The reactants are Cl[C:2]1[CH:9]=[C:8]([O:10][CH2:11][CH3:12])[C:5]([C:6]#[N:7])=[CH:4][N:3]=1.[Br:13][C:14]1[CH:21]=[CH:20][C:19]([OH:22])=[CH:18][C:15]=1[CH:16]=[O:17].C([O-])([O-])=O.[K+].[K+]. The catalyst is CN(C)C=O.O. The product is [Br:13][C:14]1[CH:21]=[CH:20][C:19]([O:22][C:2]2[CH:9]=[C:8]([O:10][CH2:11][CH3:12])[C:5]([C:6]#[N:7])=[CH:4][N:3]=2)=[CH:18][C:15]=1[CH:16]=[O:17]. The yield is 0.730.